This data is from Full USPTO retrosynthesis dataset with 1.9M reactions from patents (1976-2016). The task is: Predict the reactants needed to synthesize the given product. (1) Given the product [Cl:1][C:2]1[CH:3]=[CH:4][C:5]([CH:6]([C:7]2[CH:8]=[CH:9][CH:10]=[CH:11][CH:12]=2)[N:13]2[CH2:14][CH2:15][N:16]([C:27]([C:25]3[S:26][C:22]([CH3:21])=[CH:23][CH:24]=3)=[O:28])[CH2:17][CH2:18]2)=[CH:19][CH:20]=1, predict the reactants needed to synthesize it. The reactants are: [Cl:1][C:2]1[CH:20]=[CH:19][C:5]([CH:6]([N:13]2[CH2:18][CH2:17][NH:16][CH2:15][CH2:14]2)[C:7]2[CH:12]=[CH:11][CH:10]=[CH:9][CH:8]=2)=[CH:4][CH:3]=1.[CH3:21][C:22]1[S:26][C:25]([C:27](O)=[O:28])=[CH:24][CH:23]=1.CCN=C=NCCCN(C)C.Cl.CN1CCOCC1. (2) Given the product [Br:1][C:2]1[CH:7]=[CH:6][C:5]([CH:8]([C:19]2[CH:24]=[CH:23][C:22]([Cl:25])=[CH:21][C:20]=2[CH3:26])[CH2:9][C:10]([C:12]2[CH:13]=[CH:14][C:15](=[O:18])[N:16]([CH3:29])[CH:17]=2)=[O:11])=[CH:4][CH:3]=1, predict the reactants needed to synthesize it. The reactants are: [Br:1][C:2]1[CH:7]=[CH:6][C:5]([CH:8]([C:19]2[CH:24]=[CH:23][C:22]([Cl:25])=[CH:21][C:20]=2[CH3:26])[CH2:9][C:10]([C:12]2[CH:13]=[CH:14][C:15](=[O:18])[NH:16][CH:17]=2)=[O:11])=[CH:4][CH:3]=1.IC.[C:29](=O)([O-])[O-].[K+].[K+]. (3) Given the product [ClH:16].[C:1]1([C:10]2[CH:15]=[CH:14][CH:13]=[CH:12][CH:11]=2)[CH:6]=[CH:5][CH:4]=[C:3]([C:17]2[CH:18]=[C:19]([CH2:23][N:24]3[CH:28]=[CH:27][N:26]=[C:25]3[CH3:29])[N:20]=[N:21][CH:22]=2)[CH:2]=1, predict the reactants needed to synthesize it. The reactants are: [C:1]1([C:10]2[CH:15]=[CH:14][CH:13]=[CH:12][CH:11]=2)[CH:6]=[CH:5][CH:4]=[C:3](B(O)O)[CH:2]=1.[Cl:16][C:17]1[CH:18]=[C:19]([CH2:23][N:24]2[CH:28]=[CH:27][N:26]=[C:25]2[CH3:29])[N:20]=[N:21][CH:22]=1. (4) Given the product [Cl:1][C:2]1[N:3]=[C:4]([C:9]([NH:11][C@H:12]2[CH2:17][CH2:16][N:15]([C:18]3[S:19][C:20]([C:26]([O:28][CH2:29][CH3:30])=[O:27])=[C:21]([C:23](=[O:25])[NH:37][CH2:36][CH:35]([F:38])[F:34])[N:22]=3)[CH2:14][C@H:13]2[O:31][CH2:32][CH3:33])=[O:10])[NH:5][C:6]=1[CH2:7][CH3:8], predict the reactants needed to synthesize it. The reactants are: [Cl:1][C:2]1[N:3]=[C:4]([C:9]([NH:11][C@H:12]2[CH2:17][CH2:16][N:15]([C:18]3[S:19][C:20]([C:26]([O:28][CH2:29][CH3:30])=[O:27])=[C:21]([C:23]([OH:25])=O)[N:22]=3)[CH2:14][C@H:13]2[O:31][CH2:32][CH3:33])=[O:10])[NH:5][C:6]=1[CH2:7][CH3:8].[F:34][CH:35]([F:38])[CH2:36][NH2:37].CCN=C=NCCCN(C)C.Cl.ON1C2C=CC=CC=2N=N1. (5) Given the product [C:36]([N:21]([CH2:20][C:16]1[CH:15]=[C:14]([CH:19]=[CH:18][N:17]=1)[C:13]([NH:12][C:10]1[S:11][C:7]2[C:6]([N:24]3[CH2:29][CH2:28][O:27][CH2:26][CH2:25]3)=[CH:5][CH:4]=[C:3]([O:2][CH3:1])[C:8]=2[N:9]=1)=[O:23])[CH3:22])(=[O:38])[CH3:37], predict the reactants needed to synthesize it. The reactants are: [CH3:1][O:2][C:3]1[C:8]2[N:9]=[C:10]([NH:12][C:13](=[O:23])[C:14]3[CH:19]=[CH:18][N:17]=[C:16]([CH2:20][NH:21][CH3:22])[CH:15]=3)[S:11][C:7]=2[C:6]([N:24]2[CH2:29][CH2:28][O:27][CH2:26][CH2:25]2)=[CH:5][CH:4]=1.N1C=CC=CC=1.[C:36](Cl)(=[O:38])[CH3:37].C(=O)([O-])O.[Na+]. (6) Given the product [C:15]([O:14][C:12](=[O:13])[NH:11][CH2:10][C:9](=[O:19])[NH:20][CH2:21][CH2:22][CH2:23][CH2:24][CH2:25][CH2:26][NH:27][C:28](=[O:50])[CH2:29][CH2:30][CH2:31][CH2:32][CH2:33][NH:34][C:35](=[O:49])[CH2:36][CH2:37][CH2:38][CH2:39][CH:40]1[CH:47]2[CH:43]([NH:44][C:45](=[O:48])[NH:46]2)[CH2:42][S:41]1)([CH3:16])([CH3:17])[CH3:18], predict the reactants needed to synthesize it. The reactants are: O=C1CCC(=O)N1O[C:9](=[O:19])[CH2:10][NH:11][C:12]([O:14][C:15]([CH3:18])([CH3:17])[CH3:16])=[O:13].[NH2:20][CH2:21][CH2:22][CH2:23][CH2:24][CH2:25][CH2:26][NH:27][C:28](=[O:50])[CH2:29][CH2:30][CH2:31][CH2:32][CH2:33][NH:34][C:35](=[O:49])[CH2:36][CH2:37][CH2:38][CH2:39][CH:40]1[CH:47]2[CH:43]([NH:44][C:45](=[O:48])[NH:46]2)[CH2:42][S:41]1.CCN(CC)CC. (7) Given the product [CH2:11]([O:18][C:19](=[O:33])[NH:20][C@@H:21]1[CH2:26][CH2:25][CH2:24][CH2:23][C@:22]1([CH:31]=[O:32])[CH2:27][CH2:28][CH:29]=[O:30])[C:12]1[CH:13]=[CH:14][CH:15]=[CH:16][CH:17]=1, predict the reactants needed to synthesize it. The reactants are: CS(C)=O.C(Cl)(=O)C(Cl)=O.[CH2:11]([O:18][C:19](=[O:33])[NH:20][C@@H:21]1[CH2:26][CH2:25][CH2:24][CH2:23][C@:22]1([CH2:31][OH:32])[CH2:27][CH2:28][CH2:29][OH:30])[C:12]1[CH:17]=[CH:16][CH:15]=[CH:14][CH:13]=1.C(N(CC)CC)C.